From a dataset of Full USPTO retrosynthesis dataset with 1.9M reactions from patents (1976-2016). Predict the reactants needed to synthesize the given product. (1) The reactants are: Cl[C:2]1[CH:3]=[CH:4][C:5]([N+:9]([O-:11])=[O:10])=[C:6]([CH:8]=1)[NH2:7].[CH3:12][O:13][C:14]1[CH:19]=[CH:18][C:17]([SH:20])=[CH:16][CH:15]=1.C([O-])([O-])=O.[K+].[K+]. Given the product [CH3:12][O:13][C:14]1[CH:19]=[CH:18][C:17]([S:20][C:2]2[CH:3]=[CH:4][C:5]([N+:9]([O-:11])=[O:10])=[C:6]([CH:8]=2)[NH2:7])=[CH:16][CH:15]=1, predict the reactants needed to synthesize it. (2) Given the product [NH2:1][C:2]1[N:7]=[CH:6][N:5]=[C:4]2[N:8]([CH2:19][CH2:20][NH:21][CH2:29][C:30]3[CH:35]=[CH:34][CH:33]=[CH:32][C:31]=3[F:36])[N:9]=[C:10]([C:11]3[CH:16]=[C:15]([OH:17])[CH:14]=[C:13]([F:18])[CH:12]=3)[C:3]=12, predict the reactants needed to synthesize it. The reactants are: [NH2:1][C:2]1[N:7]=[CH:6][N:5]=[C:4]2[N:8]([CH2:19][CH2:20][N:21]([CH2:29][C:30]3[CH:35]=[CH:34][CH:33]=[CH:32][C:31]=3[F:36])C(=O)OC(C)(C)C)[N:9]=[C:10]([C:11]3[CH:16]=[C:15]([OH:17])[CH:14]=[C:13]([F:18])[CH:12]=3)[C:3]=12.C(O)(C(F)(F)F)=O. (3) Given the product [Br:26][C:27]1[CH:32]=[CH:31][C:30]([CH2:33][N:12]([C:3]2[C:2]([Cl:1])=[CH:7][C:6]([C:8]([F:11])([F:9])[F:10])=[CH:5][N:4]=2)[S:13]([C:16]2[CH:25]=[CH:24][C:19]([C:20]([O:22][CH3:23])=[O:21])=[CH:18][CH:17]=2)(=[O:15])=[O:14])=[CH:29][CH:28]=1, predict the reactants needed to synthesize it. The reactants are: [Cl:1][C:2]1[C:3]([NH:12][S:13]([C:16]2[CH:25]=[CH:24][C:19]([C:20]([O:22][CH3:23])=[O:21])=[CH:18][CH:17]=2)(=[O:15])=[O:14])=[N:4][CH:5]=[C:6]([C:8]([F:11])([F:10])[F:9])[CH:7]=1.[Br:26][C:27]1[CH:32]=[CH:31][C:30]([CH2:33]Br)=[CH:29][CH:28]=1. (4) Given the product [N:44]1([CH2:47][C:49]2[N:53]([CH3:54])[C:52]3[C:55]([N:59]4[CH2:60][CH2:61][N:62]([C:65]([O:67][C:68]([CH3:71])([CH3:70])[CH3:69])=[O:66])[CH2:63][CH2:64]4)=[CH:56][CH:57]=[CH:58][C:51]=3[N:50]=2)[C@H:45]2[C@H:40]([CH2:39][CH2:38][C:37]3[C:46]2=[N:33][CH:34]=[CH:35][CH:36]=3)[CH2:41][CH2:42][CH2:43]1, predict the reactants needed to synthesize it. The reactants are: CN1C2C(N3CCN(C)CC3)=CC=CC=2N=C1CN1[C@H]2[C@H](CCC3C2=NC=CC=3)CCC1.[NH:33]1[C@H:46]2[C@H:37]([CH2:38][CH2:39][C:40]3[C:45]2=[N:44][CH:43]=[CH:42][CH:41]=3)[CH2:36][CH2:35][CH2:34]1.[CH:47]([C:49]1[N:53]([CH3:54])[C:52]2[C:55]([N:59]3[CH2:64][CH2:63][N:62]([C:65]([O:67][C:68]([CH3:71])([CH3:70])[CH3:69])=[O:66])[CH2:61][CH2:60]3)=[CH:56][CH:57]=[CH:58][C:51]=2[N:50]=1)=O.C(O)(=O)C.[BH-](OC(C)=O)(OC(C)=O)OC(C)=O.[Na+].